Dataset: NCI-60 drug combinations with 297,098 pairs across 59 cell lines. Task: Regression. Given two drug SMILES strings and cell line genomic features, predict the synergy score measuring deviation from expected non-interaction effect. (1) Drug 1: CS(=O)(=O)C1=CC(=C(C=C1)C(=O)NC2=CC(=C(C=C2)Cl)C3=CC=CC=N3)Cl. Drug 2: CCCCCOC(=O)NC1=NC(=O)N(C=C1F)C2C(C(C(O2)C)O)O. Cell line: NCI-H522. Synergy scores: CSS=10.4, Synergy_ZIP=-2.26, Synergy_Bliss=1.70, Synergy_Loewe=-0.647, Synergy_HSA=1.48. (2) Drug 1: C1CC(=O)NC(=O)C1N2CC3=C(C2=O)C=CC=C3N. Drug 2: CN(C(=O)NC(C=O)C(C(C(CO)O)O)O)N=O. Cell line: SK-MEL-2. Synergy scores: CSS=0.595, Synergy_ZIP=-2.62, Synergy_Bliss=-3.67, Synergy_Loewe=0.854, Synergy_HSA=-2.43.